From a dataset of Experimentally validated miRNA-target interactions with 360,000+ pairs, plus equal number of negative samples. Binary Classification. Given a miRNA mature sequence and a target amino acid sequence, predict their likelihood of interaction. (1) The miRNA is mmu-miR-382-3p with sequence UCAUUCACGGACAACACUUUUU. The protein sequence of the target gene is MGGNHSHKPPVFDENEEVNFDHFQILRAIGKGSFGKVCIVQKRDTKKMYAMKYMNKQKCVERDEVRNVFRELQIMQGLEHPFLVNLWYSFQDEEDMFMVVDLLLGGDLRYHLQQNVHFTEGTVKLYICELALALEYLQRYHIIHRDIKPDNILLDEHGHVHITDFNIATVLKGSEKASSMAGTKPYMAPEVFQVYVDGGPGYSYPVDWWSLGVTAYELLRGWRPYEIHSATPIDEILNMFKVERVHYSSTWCEGMVSLLKKLLTKDPESRLSSLRDIQSMTYLADMNWDAVFEKALMPGF.... Result: 0 (no interaction). (2) The miRNA is hsa-miR-214-3p with sequence ACAGCAGGCACAGACAGGCAGU. The protein sequence of the target gene is MGRMASPLRSKSSAPRVESTRHKETSTVRVETSSHREETSSHRVETSSRQVRTSSRQVETSQRHREGPSLTPSTKRLPQFLEVSSQHVETSSQCTETSSRHVRASSSLRVETTVHRVESPARQSARMAR. Result: 0 (no interaction). (3) The miRNA is hsa-miR-410-3p with sequence AAUAUAACACAGAUGGCCUGU. The protein sequence of the target gene is MAAAATAAEGVPSRGPPGEVIHLNVGGKRFSTSRQTLTWIPDSFFSSLLSGRISTLKDETGAIFIDRDPTVFAPILNFLRTKELDPRGVHGSSLLHEAQFYGLTPLVRRLQLREELDRSSCGNVLFNGYLPPPVFPVKRRNRHSLVGPQQLGGRPAPVRRSNTMPPNLGNAGLLGRMLDEKTPPSPSGQPEEPGMVRLVCGHHNWIAVAYTQFLVCYRLKEASGWQLVFSSPRLDWPIERLALTARVHGGALGEHDKMVAAATGSEILLWALQAEGGGSEIGVFHLGVPVEALFFVGNQL.... Result: 0 (no interaction). (4) The miRNA is hsa-miR-556-3p with sequence AUAUUACCAUUAGCUCAUCUUU. The protein sequence of the target gene is MSGRGKQGGKARAKSKSRSSRAGLQFPVGRIHRLLRKGNYAERIGAGAPVYLAAVLEYLTAEILELAGNASRDNKKTRIIPRHLQLAIRNDEELNKLLGGVTIAQGGVLPNIQAVLLPKKTESHHHKAQSK. Result: 0 (no interaction). (5) The miRNA is hsa-miR-520g-3p with sequence ACAAAGUGCUUCCCUUUAGAGUGU. The protein sequence of the target gene is MEGSKASSSTMQVSFVCQRCSQPLKLDTSFKILDRVTIQELTAPLLTTAQAKPGESQEEEANSGEEPFIETRQDGVSRRFIPPARMMSTESANSFTLIGEASDGGTMENLSRRLKVTGDLFDIMSGQTDVDHPLCEECTDTLLDQLDTQLNVTENECQNYKRCLEMLEQMNEGDSEQLQRELKELALEEERLIQELEDVEKNRKVVAENLEKVQAEAERLDQEEAQYQREYSEFKRQQLELDDELKSVENQMRYAQMQLDKLKKTNVFNATFHIWHSGQFGTINNFRLGRLPSAPVEWNE.... Result: 0 (no interaction). (6) The miRNA is hsa-miR-196b-5p with sequence UAGGUAGUUUCCUGUUGUUGGG. The protein sequence of the target gene is MMHHCSITKPTFSISISTQKLHHHSSKFLNLGFRIRCESGDVSSPLRTKAVSLSSEMEDSSSLKKSLMELEGKKSEPYPGGMPKMGPFTGRDPNVKKPAWLRQKAPQGERFQEVKESLSRLNLNTVCEEAQCPNIGECWNGGGDGVATATIMVLGDTCTRGCRFCAVKTSRNPPPPDPMEPENTAKAIASWGVDYIVITSVDRDDIPDGGSGHFAQTVKAMKRHKPDIMIECLTSDFRGDLEAVDTLVHSGLDVFAHNVETVKRLQRLVRDPRAGYEQSMSVLKHAKISKPGMITKTSIM.... Result: 0 (no interaction). (7) The miRNA is hsa-miR-4673 with sequence UCCAGGCAGGAGCCGGACUGGA. The protein sequence of the target gene is MPPRRSIVEVKVLDVQKRRVPNKHYVYIIRVTWSSGSTEAIYRRYSKFFDLQMQMLDKFPMEGGQKDPKQRIIPFLPGKILFRRSHIRDVAVKRLIPIDEYCKALIQLPPYISQCDEVLQFFETRPEDLNPPKEEHIGKKKSGGDQTSVDPMVLEQYVVVANYQKQESSEISLSVGQVVDIIEKNESGWWFVSTAEEQGWVPATCLEGQDGVQDEFSLQPEEEEKYTVIYPYTARDQDEMNLERGAVVEVIQKNLEGWWKIRYQGKEGWAPASYLKKNSGEPLPPKPGPGSPSHPGALDL.... Result: 1 (interaction).